From a dataset of Reaction yield outcomes from USPTO patents with 853,638 reactions. Predict the reaction yield, written as a fraction of the theoretical maximum amount of product (1.0 means a 100% yield; for example, 0.34 means a 34% yield). (1) The product is [CH:11]1([N:10]2[C:4]3[CH:3]=[C:2]([NH:30][C:28]4[CH:27]=[CH:26][N:25]=[C:24]([N:21]5[CH2:20][CH2:19][CH:18]([O:17][CH3:16])[CH2:23][CH2:22]5)[N:29]=4)[N:7]=[CH:6][C:5]=3[CH:8]=[CH:9]2)[CH2:15][CH2:14][CH2:13][CH2:12]1. The catalyst is O1CCOCC1.C(Cl)Cl.C1C=CC(/C=C/C(/C=C/C2C=CC=CC=2)=O)=CC=1.C1C=CC(/C=C/C(/C=C/C2C=CC=CC=2)=O)=CC=1.C1C=CC(/C=C/C(/C=C/C2C=CC=CC=2)=O)=CC=1.[Pd].[Pd]. The reactants are Cl[C:2]1[N:7]=[CH:6][C:5]2[CH:8]=[CH:9][N:10]([CH:11]3[CH2:15][CH2:14][CH2:13][CH2:12]3)[C:4]=2[CH:3]=1.[CH3:16][O:17][CH:18]1[CH2:23][CH2:22][N:21]([C:24]2[N:29]=[C:28]([NH2:30])[CH:27]=[CH:26][N:25]=2)[CH2:20][CH2:19]1.CC(C1C=C(C(C)C)C(C2C=CC=CC=2P(C2CCCCC2)C2CCCCC2)=C(C(C)C)C=1)C.C([O-])([O-])=O.[Cs+].[Cs+]. The yield is 0.160. (2) The reactants are [CH2:1]([NH:5][C:6]1[CH:7]=[CH:8][C:9]2[N:10]([C:12]([C:15]3[CH:36]=[CH:35][C:18]([C:19]([N:21]4[CH2:26][CH2:25][CH:24]([NH:27]C(=O)[O:29][C:30]([CH3:33])(C)C)[CH2:23][CH2:22]4)=[O:20])=[CH:17][CH:16]=3)=[CH:13][N:14]=2)[N:11]=1)[CH2:2][CH2:3][CH3:4].C(Cl)(=[O:39])C. No catalyst specified. The product is [C:30]([OH:39])(=[O:29])[CH3:33].[NH2:27][CH:24]1[CH2:23][CH2:22][N:21]([C:19]([C:18]2[CH:17]=[CH:16][C:15]([C:12]3[N:10]4[N:11]=[C:6]([NH:5][CH2:1][CH2:2][CH2:3][CH3:4])[CH:7]=[CH:8][C:9]4=[N:14][CH:13]=3)=[CH:36][CH:35]=2)=[O:20])[CH2:26][CH2:25]1. The yield is 0.790. (3) The reactants are [CH2:1]([O:3][CH:4]([CH2:10][C:11]1[CH:12]=[N:13][C:14]([C:17]2[CH:22]=[CH:21][CH:20]=[C:19]([N:23]([CH3:34])[C:24]([NH:26][CH2:27][CH2:28][CH2:29][CH2:30][CH2:31][CH2:32][CH3:33])=[O:25])[CH:18]=2)=[CH:15][CH:16]=1)[C:5]([O:7]CC)=[O:6])[CH3:2].[OH-].[Li+]. The catalyst is O1CCCC1. The product is [CH2:1]([O:3][CH:4]([CH2:10][C:11]1[CH:12]=[N:13][C:14]([C:17]2[CH:22]=[CH:21][CH:20]=[C:19]([N:23]([CH3:34])[C:24]([NH:26][CH2:27][CH2:28][CH2:29][CH2:30][CH2:31][CH2:32][CH3:33])=[O:25])[CH:18]=2)=[CH:15][CH:16]=1)[C:5]([OH:7])=[O:6])[CH3:2]. The yield is 0.700.